Dataset: Buchwald-Hartwig C-N cross coupling reaction yields with 55,370 reactions. Task: Predict the reaction yield, written as a fraction of the theoretical maximum amount of product (1.0 means a 100% yield; for example, 0.34 means a 34% yield). The reactants are COc1ccc(I)cc1.Cc1ccc(N)cc1.O=S(=O)(O[Pd]1c2ccccc2-c2ccccc2N~1)C(F)(F)F.CC(C)c1cc(C(C)C)c(-c2ccccc2P(C(C)(C)C)C(C)(C)C)c(C(C)C)c1.CCN=P(N=P(N(C)C)(N(C)C)N(C)C)(N(C)C)N(C)C.Cc1cc(C)on1. No catalyst specified. The product is COc1ccc(Nc2ccc(C)cc2)cc1. The yield is 0.471.